Dataset: Full USPTO retrosynthesis dataset with 1.9M reactions from patents (1976-2016). Task: Predict the reactants needed to synthesize the given product. The reactants are: [NH2:1][C:2]1[CH:7]=[CH:6][C:5]([OH:8])=[C:4]([F:9])[CH:3]=1.CC([O-])(C)C.[K+].[Cl:16][C:17]1[C:18]([C:24]([NH2:26])=[O:25])=[N:19][CH:20]=[CH:21][C:22]=1Cl. Given the product [NH2:1][C:2]1[CH:7]=[CH:6][C:5]([O:8][C:22]2[CH:21]=[CH:20][N:19]=[C:18]([C:24]([NH2:26])=[O:25])[C:17]=2[Cl:16])=[C:4]([F:9])[CH:3]=1, predict the reactants needed to synthesize it.